The task is: Predict the reactants needed to synthesize the given product.. This data is from Full USPTO retrosynthesis dataset with 1.9M reactions from patents (1976-2016). (1) Given the product [CH3:1][O:2][C:3]1[CH:4]=[C:5]([CH2:11][CH:12]([NH:17][CH2:15][CH3:16])[CH3:13])[CH:6]=[CH:7][C:8]=1[O:9][CH3:10], predict the reactants needed to synthesize it. The reactants are: [CH3:1][O:2][C:3]1[CH:4]=[C:5]([CH2:11][C:12](=O)[CH3:13])[CH:6]=[CH:7][C:8]=1[O:9][CH3:10].[CH2:15]([NH2:17])[CH3:16].C([BH3-])#N.[Na+].C(O)(=O)C. (2) Given the product [CH3:1][C:2]1[C:6]2[C:7](=[O:20])[N:8]([CH2:12][CH2:13][N:14]3[CH2:19][CH2:18][CH2:17][CH2:16][CH2:15]3)[CH2:9][CH2:10][CH2:11][C:5]=2[NH:4][C:3]=1/[CH:21]=[C:31]1\[C:32](=[O:38])[NH:33][C:34]2[C:30]\1=[C:29]([C:26]1[CH:27]=[CH:28][N:23]=[CH:24][CH:25]=1)[CH:37]=[CH:36][CH:35]=2, predict the reactants needed to synthesize it. The reactants are: [CH3:1][C:2]1[C:6]2[C:7](=[O:20])[N:8]([CH2:12][CH2:13][N:14]3[CH2:19][CH2:18][CH2:17][CH2:16][CH2:15]3)[CH2:9][CH2:10][CH2:11][C:5]=2[NH:4][C:3]=1[CH:21]=O.[N:23]1[CH:28]=[CH:27][C:26]([C:29]2[CH:37]=[CH:36][CH:35]=[C:34]3[C:30]=2[CH2:31][C:32](=[O:38])[NH:33]3)=[CH:25][CH:24]=1.